Dataset: Catalyst prediction with 721,799 reactions and 888 catalyst types from USPTO. Task: Predict which catalyst facilitates the given reaction. (1) Reactant: [NH2:1][C:2]1[CH:3]=[C:4]([CH:9]=[C:10]([C:12]([F:15])([F:14])[F:13])[CH:11]=1)[C:5]([O:7][CH3:8])=[O:6].[OH2:16].[C:17]1(C)[CH:22]=[CH:21]C(S(O)(=O)=O)=[CH:19][CH:18]=1. Product: [O:16]=[C:17]1[CH2:22][CH2:21][N:1]([C:2]2[CH:3]=[C:4]([CH:9]=[C:10]([C:12]([F:13])([F:14])[F:15])[CH:11]=2)[C:5]([O:7][CH3:8])=[O:6])[CH2:19][CH2:18]1. The catalyst class is: 5. (2) Reactant: CN(C(O[N:9]1N=N[C:11]2[CH:12]=CC=N[C:10]1=2)=[N+](C)C)C.F[P-](F)(F)(F)(F)F.[C:25]([O:29][C:30]([N:32]1[CH2:38][CH2:37][CH2:36][O:35][C@H:34]([C:39]([OH:41])=O)[CH2:33]1)=[O:31])([CH3:28])([CH3:27])[CH3:26].C(OC(N1CCCO[CH:51]([C:56](=[O:78])[NH:57][C@@H:58]([CH2:62][C:63]2[CH:68]=[CH:67][C:66](B3OC(C)(C)C(C)(C)O3)=[CH:65][CH:64]=2)C(N)=O)[CH2:50]1)=O)(C)(C)C.NC(=O)[C@@H:58]([NH:57][C:56]([C@@H:51]1[CH2:50]N(C(OC(C)(C)C)=O)CCCO1)=[O:78])[CH2:62][C:63]1[CH:68]=[CH:67][C:66](B2OC(C)(C)C(C)(C)O2)=[CH:65][CH:64]=1.CCN(C(C)C)C(C)C. Product: [N:57]1([C:56](=[O:78])/[CH:51]=[CH:50]/[C@@H:10]([NH:9][C:39]([C@@H:34]2[CH2:33][N:32]([C:30]([O:29][C:25]([CH3:26])([CH3:27])[CH3:28])=[O:31])[CH2:38][CH2:37][CH2:36][O:35]2)=[O:41])[CH2:11][CH3:12])[C:64]2[C:63](=[CH:68][CH:67]=[CH:66][CH:65]=2)[CH2:62][CH2:58]1. The catalyst class is: 2. (3) Reactant: [N+:1]([C:4]1[CH:13]=[CH:12][CH:11]=[C:10]2[C:5]=1[CH:6]=[CH:7][N:8]([CH:15]1[CH2:20][CH2:19][N:18]([C:21]([O:23][C:24]([CH3:27])([CH3:26])[CH3:25])=[O:22])[CH2:17][CH2:16]1)[C:9]2=[O:14])([O-])=O.C(O)C. Product: [NH2:1][C:4]1[CH:13]=[CH:12][CH:11]=[C:10]2[C:5]=1[CH:6]=[CH:7][N:8]([CH:15]1[CH2:16][CH2:17][N:18]([C:21]([O:23][C:24]([CH3:27])([CH3:26])[CH3:25])=[O:22])[CH2:19][CH2:20]1)[C:9]2=[O:14]. The catalyst class is: 45.